This data is from Forward reaction prediction with 1.9M reactions from USPTO patents (1976-2016). The task is: Predict the product of the given reaction. Given the reactants C1([OH:7])C=CC=CC=1.[CH:8]1[C:13]([OH:14])=[CH:12][CH:11]=[C:10](C)[CH:9]=1.[C:16]1([OH:24])C=C(C)C=C(C)C=1.COC1C(O)=CC=CC=1O.C(C1C=C(O)C(=CC=1)O)(C)(C)C.[CH2:47]([C:49]1[C:54]([CH2:55]C)=[CH:53][C:52](CC)=[CH:51][C:50]=1O)C.C1C2C(=CC=CC=2)C=CC=1O, predict the reaction product. The product is: [C:54]1([OH:7])([CH3:55])[CH:53]=[CH:52][CH:51]=[CH:50][CH:49]1[CH3:47].[OH:14][C:13]1[CH:8]=[CH:9][CH:10]=[CH:11][C:12]=1[CH:16]=[O:24].